This data is from Forward reaction prediction with 1.9M reactions from USPTO patents (1976-2016). The task is: Predict the product of the given reaction. (1) Given the reactants [NH2:1][C:2]1[N:6]([C@@H:7]2[CH2:12][CH2:11][CH2:10][N:9]([C:13]#[N:14])[CH2:8]2)[N:5]=[C:4]([C:15]2[CH:20]=[CH:19][C:18]([O:21]C3C=CC=C(C(F)(F)F)N=3)=[CH:17][CH:16]=2)[C:3]=1[C:32]([NH2:34])=[O:33].[Cl:35][C:36]1[CH:37]=[C:38]([F:43])[C:39](F)=[N:40][CH:41]=1, predict the reaction product. The product is: [NH2:1][C:2]1[N:6]([C@@H:7]2[CH2:12][CH2:11][CH2:10][N:9]([C:13]#[N:14])[CH2:8]2)[N:5]=[C:4]([C:15]2[CH:20]=[CH:19][C:18]([O:21][C:39]3[C:38]([F:43])=[CH:37][C:36]([Cl:35])=[CH:41][N:40]=3)=[CH:17][CH:16]=2)[C:3]=1[C:32]([NH2:34])=[O:33]. (2) Given the reactants [CH3:1][O:2][C:3](=[O:13])[C:4]1[CH:9]=[CH:8][C:7]([CH2:10]O)=[N:6][C:5]=1[Cl:12].S(Cl)(C)(=O)=O.[N-:19]=[N+:20]=[N-:21].[Na+], predict the reaction product. The product is: [CH3:1][O:2][C:3](=[O:13])[C:4]1[CH:9]=[CH:8][C:7]([CH2:10][N:19]=[N+:20]=[N-:21])=[N:6][C:5]=1[Cl:12]. (3) The product is: [CH2:6]([O:13][C:14]1[CH:19]=[CH:18][C:17]([N:1]2[CH:5]=[CH:4][CH:3]=[N:2]2)=[C:16]([F:21])[C:15]=1[F:22])[C:7]1[CH:8]=[CH:9][CH:10]=[CH:11][CH:12]=1. Given the reactants [NH:1]1[CH:5]=[CH:4][CH:3]=[N:2]1.[CH2:6]([O:13][C:14]1[CH:19]=[CH:18][C:17](I)=[C:16]([F:21])[C:15]=1[F:22])[C:7]1[CH:12]=[CH:11][CH:10]=[CH:9][CH:8]=1.N1C=CC=CC=1C=NO.C([O-])([O-])=O.[Cs+].[Cs+], predict the reaction product.